Task: Predict which catalyst facilitates the given reaction.. Dataset: Catalyst prediction with 721,799 reactions and 888 catalyst types from USPTO (1) Reactant: Cl[C:2]1[C:3]2[C:10]([C:11]3[CH:16]=[CH:15][CH:14]=[CH:13][CH:12]=3)=[CH:9][NH:8][C:4]=2[N:5]=[CH:6][N:7]=1.C1(S(N2C3N=CN=C([Cl:35])C=3C(I)=C2)(=O)=O)C=CC=CC=1.BrC1C=C(B(O)O)C=CC=1.[Br:47][C:48]1[CH:49]=[C:50]([CH:52]=[CH:53][CH:54]=1)[NH2:51]. Product: [Br:47][C:48]1[CH:49]=[C:50]([NH:51][C:2]2[C:3]3[C:10]([C:11]4[CH:16]=[CH:15][C:14]([Cl:35])=[CH:13][CH:12]=4)=[CH:9][NH:8][C:4]=3[N:5]=[CH:6][N:7]=2)[CH:52]=[CH:53][CH:54]=1. The catalyst class is: 5. (2) Reactant: [F:1][CH:2]([F:24])[O:3][C:4]1[C:5]([CH3:23])=[C:6]([C:14]([C:16]2[CH:17]=[N:18][N:19]([CH3:22])[C:20]=2[OH:21])=[O:15])[CH:7]=[CH:8][C:9]=1[S:10]([CH3:13])(=[O:12])=[O:11].C(N(CC)CC)C.[CH3:32][CH2:33][S:34][C:35](Cl)=[O:36].C(OCC)(=O)C. Product: [F:24][CH:2]([F:1])[O:3][C:4]1[C:5]([CH3:23])=[C:6]([C:14]([C:16]2[CH:17]=[N:18][N:19]([CH3:22])[C:20]=2[O:21][C:35]([S:34][CH2:33][CH3:32])=[O:36])=[O:15])[CH:7]=[CH:8][C:9]=1[S:10]([CH3:13])(=[O:12])=[O:11]. The catalyst class is: 7. (3) Reactant: [CH:1]1([C:4]2[C:5]([NH:14][C@H:15]3[CH2:19][CH2:18][CH2:17][C@@H:16]3[NH:20][C:21](=[O:33])[C:22]3[CH:27]=[CH:26][CH:25]=[CH:24][C:23]=3[N:28]3[N:32]=[CH:31][CH:30]=[N:29]3)=[N:6][CH:7]=[C:8]([C:10]([F:13])([F:12])[F:11])[N:9]=2)[CH2:3][CH2:2]1.ClC1C(N[C@H]2CCC[C@@H]2NC(=O)C2C=CC=CC=2N2N=CC=N2)=NC=C(C(F)(F)F)N=1.CC1(C)C(C)(C)OB(C(C)=C)O1.[H][H]. Product: [CH3:3][CH:1]([C:4]1[C:5]([NH:14][C@H:15]2[CH2:19][CH2:18][CH2:17][C@@H:16]2[NH:20][C:21](=[O:33])[C:22]2[CH:27]=[CH:26][CH:25]=[CH:24][C:23]=2[N:28]2[N:32]=[CH:31][CH:30]=[N:29]2)=[N:6][CH:7]=[C:8]([C:10]([F:12])([F:13])[F:11])[N:9]=1)[CH3:2]. The catalyst class is: 19. (4) Reactant: Cl.[NH2:2][OH:3].C(=O)([O-])O.[Na+].[NH2:9][C:10]1[N:15]=[C:14]([NH2:16])[C:13]([O:17][C:18]2[C:19]([CH:28]([CH3:30])[CH3:29])=[CH:20][C:21]([O:26][CH3:27])=[C:22]([CH:25]=2)[C:23]#[N:24])=[CH:12][N:11]=1. Product: [NH2:9][C:10]1[N:15]=[C:14]([NH2:16])[C:13]([O:17][C:18]2[C:19]([CH:28]([CH3:30])[CH3:29])=[CH:20][C:21]([O:26][CH3:27])=[C:22]([CH:25]=2)[C:23]([NH:2][OH:3])=[NH:24])=[CH:12][N:11]=1. The catalyst class is: 40. (5) Reactant: [CH3:1][NH:2][CH2:3][C:4]1[CH:9]=[CH:8][CH:7]=[CH:6][CH:5]=1.C([Li])CCC.Cl[Si:16]([CH3:19])([CH3:18])[CH3:17]. Product: [CH3:17][Si:16]([CH3:19])([CH3:18])[N:2]([CH2:3][C:4]1[CH:9]=[CH:8][CH:7]=[CH:6][CH:5]=1)[CH3:1]. The catalyst class is: 27.